From a dataset of Forward reaction prediction with 1.9M reactions from USPTO patents (1976-2016). Predict the product of the given reaction. (1) Given the reactants [F:1][C:2]1[C:3]([C@@H:21](O)[CH3:22])=[C:4]([C:8]2[CH:9]=[C:10]3[C:15](=[N:16][CH:17]=2)[N:14]([C:18]([NH2:20])=[O:19])[CH2:13][CH2:12][CH2:11]3)[CH:5]=[N:6][CH:7]=1.C1COCC1.C1(OP([N:45]=[N+:46]=[N-:47])(=O)OC2C=CC=CC=2)C=CC=CC=1.C1CCN2C(=NCCC2)CC1, predict the reaction product. The product is: [N:45]([C@@H:21]([C:3]1[C:2]([F:1])=[CH:7][N:6]=[CH:5][C:4]=1[C:8]1[CH:9]=[C:10]2[C:15](=[N:16][CH:17]=1)[N:14]([C:18]([NH2:20])=[O:19])[CH2:13][CH2:12][CH2:11]2)[CH3:22])=[N+:46]=[N-:47]. (2) The product is: [CH2:24]([NH:26][C:20]([C:17]1[NH:18][N:19]=[C:15]([NH:14][CH2:13][C:12]2[C:8]([C:5]3[CH:4]=[CH:3][C:2]([F:1])=[CH:7][CH:6]=3)=[N:9][O:10][C:11]=2[CH3:23])[CH:16]=1)=[O:22])[CH3:25]. Given the reactants [F:1][C:2]1[CH:7]=[CH:6][C:5]([C:8]2[C:12]([CH2:13][NH:14][C:15]3[CH:16]=[C:17]([C:20]([OH:22])=O)[NH:18][N:19]=3)=[C:11]([CH3:23])[O:10][N:9]=2)=[CH:4][CH:3]=1.[CH2:24]([NH2:26])[CH3:25], predict the reaction product. (3) Given the reactants C(OC(=O)[NH:7][C:8]1[CH:13]=[C:12]([N:14]([CH3:16])[CH3:15])[C:11]([Cl:17])=[CH:10][C:9]=1[NH:18][C:19](=[O:42])[CH2:20][C:21](=O)[C:22]1[CH:27]=[CH:26][CH:25]=[C:24]([C:28]2[O:32][N:31]=[C:30]([CH2:33][O:34]C3CCCCO3)[CH:29]=2)[CH:23]=1)(C)(C)C.C(O)(C(F)(F)F)=O, predict the reaction product. The product is: [Cl:17][C:11]1[C:12]([N:14]([CH3:16])[CH3:15])=[CH:13][C:8]2[N:7]=[C:21]([C:22]3[CH:27]=[CH:26][CH:25]=[C:24]([C:28]4[O:32][N:31]=[C:30]([CH2:33][OH:34])[CH:29]=4)[CH:23]=3)[CH2:20][C:19](=[O:42])[NH:18][C:9]=2[CH:10]=1. (4) Given the reactants [NH2:1][C:2]1[CH:7]=[CH:6][C:5]([S:8]([N:11]([CH3:13])[CH3:12])(=[O:10])=[O:9])=[CH:4][CH:3]=1.[CH:14]1([C:17]2[CH:21]=[C:20]([NH:22][C:23]3[CH:28]=[CH:27][N:26]=[C:25](NC4C=C(S(N)(=O)=O)C=CC=4)[N:24]=3)[NH:19][N:18]=2)[CH2:16][CH2:15]1, predict the reaction product. The product is: [CH:14]1([C:17]2[CH:21]=[C:20]([NH:22][C:23]3[CH:28]=[CH:27][N:26]=[C:25]([NH:1][C:2]4[CH:7]=[CH:6][C:5]([S:8]([N:11]([CH3:13])[CH3:12])(=[O:10])=[O:9])=[CH:4][CH:3]=4)[N:24]=3)[NH:19][N:18]=2)[CH2:16][CH2:15]1. (5) Given the reactants [Br:1][C:2]1[CH:3]=[C:4]2[C@@:15]3([CH2:20][CH2:19][O:18][C:17]([NH2:21])=[N:16]3)[C:14]3[C:9](=[CH:10][CH:11]=[C:12]([C:22]4[C:23]([F:28])=[N:24][CH:25]=[CH:26][CH:27]=4)[CH:13]=3)[O:8][C:5]2=[N:6][CH:7]=1.CO[CH:31](OC)[N:32]([CH3:34])[CH3:33], predict the reaction product. The product is: [Br:1][C:2]1[CH:3]=[C:4]2[C@@:15]3([CH2:20][CH2:19][O:18][C:17](/[N:21]=[CH:31]/[N:32]([CH3:34])[CH3:33])=[N:16]3)[C:14]3[C:9](=[CH:10][CH:11]=[C:12]([C:22]4[C:23]([F:28])=[N:24][CH:25]=[CH:26][CH:27]=4)[CH:13]=3)[O:8][C:5]2=[N:6][CH:7]=1. (6) Given the reactants CS([C:5]1[N:10]=[CH:9][C:8]([C:11]([F:14])([F:13])[F:12])=[CH:7][N:6]=1)(=O)=O.[CH:15]12[NH:22][CH:19]([CH2:20][CH2:21]1)[CH2:18][C:17](=[O:23])[CH2:16]2, predict the reaction product. The product is: [F:12][C:11]([F:14])([F:13])[C:8]1[CH:7]=[N:6][C:5]([N:22]2[CH:15]3[CH2:21][CH2:20][CH:19]2[CH2:18][C:17](=[O:23])[CH2:16]3)=[N:10][CH:9]=1. (7) Given the reactants C(OC([NH:8][CH2:9][CH2:10][CH2:11][CH:12]([CH2:17][C:18]1[N:19]=[CH:20][N:21]2[C:30]3[C:25](=[CH:26][CH:27]=[CH:28][CH:29]=3)[CH2:24][CH2:23][C:22]=12)[C:13]([O:15][CH3:16])=[O:14])=O)(C)(C)C.[ClH:31], predict the reaction product. The product is: [ClH:31].[ClH:31].[NH2:8][CH2:9][CH2:10][CH2:11][CH:12]([CH2:17][C:18]1[N:19]=[CH:20][N:21]2[C:30]3[C:25](=[CH:26][CH:27]=[CH:28][CH:29]=3)[CH2:24][CH2:23][C:22]=12)[C:13]([O:15][CH3:16])=[O:14].